This data is from Full USPTO retrosynthesis dataset with 1.9M reactions from patents (1976-2016). The task is: Predict the reactants needed to synthesize the given product. (1) Given the product [CH3:11][O:10][C:8]([C:6]1[CH:5]=[CH:4][C:3]([N:12]2[CH2:17][CH2:16][N:15]([C:18]([O:20][C:21]([CH3:24])([CH3:23])[CH3:22])=[O:19])[CH2:14][CH2:13]2)=[C:2](/[CH:26]=[CH:27]\[CH3:28])[CH:7]=1)=[O:9], predict the reactants needed to synthesize it. The reactants are: I[C:2]1[CH:7]=[C:6]([C:8]([O:10][CH3:11])=[O:9])[CH:5]=[CH:4][C:3]=1[N:12]1[CH2:17][CH2:16][N:15]([C:18]([O:20][C:21]([CH3:24])([CH3:23])[CH3:22])=[O:19])[CH2:14][CH2:13]1.O.[CH:26](/B(O)O)=[CH:27]/[CH3:28].C(=O)([O-])[O-].[Na+].[Na+]. (2) Given the product [CH3:1][C:2]1[C:11]([NH:12][CH3:13])=[CH:10][CH:9]=[CH:8][C:3]=1[C:4]([OH:6])=[O:5], predict the reactants needed to synthesize it. The reactants are: [CH3:1][C:2]1[C:11]([NH:12][CH3:13])=[CH:10][CH:9]=[CH:8][C:3]=1[C:4]([O:6]C)=[O:5].[OH-].[Li+]. (3) Given the product [C:26]([N:19]1[CH2:20][CH:15]([CH2:14][CH:8]2[CH2:9][CH2:10][CH2:11][CH2:12][CH2:13]2)[CH2:16][CH:17]([C:21]([O:23][CH2:24][CH3:25])=[O:22])[CH2:18]1)(=[O:28])[CH3:27], predict the reactants needed to synthesize it. The reactants are: C(N(CC)CC)C.[CH:8]1([CH2:14][CH:15]2[CH2:20][NH:19][CH2:18][CH:17]([C:21]([O:23][CH2:24][CH3:25])=[O:22])[CH2:16]2)[CH2:13][CH2:12][CH2:11][CH2:10][CH2:9]1.[C:26](Cl)(=[O:28])[CH3:27].Cl. (4) Given the product [CH:14]1([N:19]2[CH2:24][CH2:23][CH:22]([O:25][C:26]3[N:27]=[CH:28][C:29]([C:32]4[CH:33]=[CH:34][C:35]([O:38][CH:3]5[CH2:7][CH2:6][CH2:5][CH2:4]5)=[N:36][CH:37]=4)=[CH:30][N:31]=3)[CH2:21][CH2:20]2)[CH2:15][CH2:16][CH2:17][CH2:18]1, predict the reactants needed to synthesize it. The reactants are: [H-].[Na+].[CH:3]1(Br)[CH2:7][CH2:6][CH2:5][CH2:4]1.CN(C=O)C.[CH:14]1([N:19]2[CH2:24][CH2:23][CH:22]([O:25][C:26]3[N:31]=[CH:30][C:29]([C:32]4[CH:33]=[CH:34][C:35](=[O:38])[NH:36][CH:37]=4)=[CH:28][N:27]=3)[CH2:21][CH2:20]2)[CH2:18][CH2:17][CH2:16][CH2:15]1. (5) Given the product [Cl:13][CH2:14][CH2:15][C@@H:16]([N:5]1[C:6]2[CH:11]=[CH:10][CH:9]=[CH:8][C:7]=2[N:3]([CH2:1][CH3:2])[C:4]1=[O:12])[C:18]1[CH:23]=[CH:22][CH:21]=[CH:20][CH:19]=1, predict the reactants needed to synthesize it. The reactants are: [CH2:1]([N:3]1[C:7]2[CH:8]=[CH:9][CH:10]=[CH:11][C:6]=2[NH:5][C:4]1=[O:12])[CH3:2].[Cl:13][CH2:14][CH2:15][C@@H:16]([C:18]1[CH:23]=[CH:22][CH:21]=[CH:20][CH:19]=1)O.C1(P(C2C=CC=CC=2)C2C=CC=CC=2)C=CC=CC=1.CC(OC(/N=N/C(OC(C)C)=O)=O)C. (6) Given the product [F:2][C:3]1[CH:8]=[CH:7][C:6]([S:9]([CH2:12][CH:13]2[CH2:16][N:15]([CH2:18][C:19]([C:21]3[CH:25]=[CH:24][S:23][CH:22]=3)=[O:20])[CH2:14]2)(=[O:11])=[O:10])=[CH:5][CH:4]=1, predict the reactants needed to synthesize it. The reactants are: Cl.[F:2][C:3]1[CH:8]=[CH:7][C:6]([S:9]([CH2:12][CH:13]2[CH2:16][NH:15][CH2:14]2)(=[O:11])=[O:10])=[CH:5][CH:4]=1.Br[CH2:18][C:19]([C:21]1[CH:25]=[CH:24][S:23][CH:22]=1)=[O:20]. (7) Given the product [F:15][C:4]([F:16])([CH3:3])[C:5]([F:13])([F:14])[C:6]([F:11])([F:12])[C:7]([F:10])([F:9])[OH:8], predict the reactants needed to synthesize it. The reactants are: FC(F)(C)[C:3](F)(F)[C:4]([F:16])([F:15])[C:5]([F:14])([F:13])[C:6]([F:12])([F:11])[C:7]([F:10])([F:9])[OH:8].